From a dataset of Catalyst prediction with 721,799 reactions and 888 catalyst types from USPTO. Predict which catalyst facilitates the given reaction. (1) Reactant: [CH3:1]C(C)([O-])C.[K+].[CH3:7][C@H:8]1[CH2:13][C:12](=O)[CH2:11][C@H:10]([CH3:15])[N:9]1[CH2:16][C:17]1[CH:22]=[CH:21][CH:20]=[CH:19][CH:18]=1. Product: [CH2:16]([N:9]1[C@@H:8]([CH3:7])[CH2:13][C:12](=[CH2:1])[CH2:11][C@@H:10]1[CH3:15])[C:17]1[CH:22]=[CH:21][CH:20]=[CH:19][CH:18]=1. The catalyst class is: 307. (2) Reactant: [CH3:1][C:2]1[N:6]([CH2:7][C:8]2[C:17]3[C:12](=[CH:13][CH:14]=[CH:15][CH:16]=3)[CH:11]=[CH:10][CH:9]=2)[C:5]2[CH:18]=[C:19]([N:25]3[CH2:30][CH2:29][O:28][CH2:27][CH2:26]3)[CH:20]=[C:21]([C:22]([NH2:24])=O)[C:4]=2[N:3]=1.O=P(Cl)(Cl)Cl. Product: [CH3:1][C:2]1[N:6]([CH2:7][C:8]2[C:17]3[C:12](=[CH:13][CH:14]=[CH:15][CH:16]=3)[CH:11]=[CH:10][CH:9]=2)[C:5]2[CH:18]=[C:19]([N:25]3[CH2:30][CH2:29][O:28][CH2:27][CH2:26]3)[CH:20]=[C:21]([C:22]#[N:24])[C:4]=2[N:3]=1. The catalyst class is: 139. (3) Reactant: [CH3:1][N:2]1[CH:10]2[CH:5]([CH2:6][CH2:7][CH2:8][CH2:9]2)[CH2:4][CH2:3]1.[I:11][CH2:12][CH2:13][CH2:14][CH3:15]. Product: [I-:11].[CH2:12]([N+:2]1([CH3:1])[CH:10]2[CH:5]([CH2:6][CH2:7][CH2:8][CH2:9]2)[CH2:4][CH2:3]1)[CH2:13][CH2:14][CH3:15]. The catalyst class is: 5. (4) Reactant: [CH:1]1[C:6]([NH2:7])=[CH:5][CH:4]=[C:3]([OH:8])[CH:2]=1.C(=O)(O)[O-].[Na+].O.[C:15](O[C:15]([O:17][C:18]([CH3:21])([CH3:20])[CH3:19])=[O:16])([O:17][C:18]([CH3:21])([CH3:20])[CH3:19])=[O:16]. Product: [C:18]([O:17][C:15](=[O:16])[NH:7][C:6]1[CH:5]=[CH:4][C:3]([OH:8])=[CH:2][CH:1]=1)([CH3:21])([CH3:20])[CH3:19]. The catalyst class is: 7. (5) Reactant: [OH:1][C@@H:2]1[C@H:6]2[N:7](C(OC(C)(C)C)=O)[CH2:8][C@@H:9]([O:10][S:11]([C:14]3[CH:20]=[CH:19][C:17]([CH3:18])=[CH:16][CH:15]=3)(=[O:13])=[O:12])[C@H:5]2[O:4][CH2:3]1.[H][H]. Product: [CH3:18][C:17]1[CH:19]=[CH:20][C:14]([S:11]([O:10][C@@H:9]2[CH2:8][NH:7][C@@H:6]3[C@@H:2]([OH:1])[CH2:3][O:4][C@H:5]23)(=[O:13])=[O:12])=[CH:15][CH:16]=1. The catalyst class is: 63. (6) Reactant: [Cl:1][C:2]1[CH:3]=[C:4]([CH:24]([CH2:30][C:31]2[CH:36]=[CH:35][C:34]([F:37])=[CH:33][CH:32]=2)[C:25]([O:27]CC)=[O:26])[CH:5]=[C:6]([C:14]2[CH:19]=[CH:18][C:17]([C:20]([F:23])([F:22])[F:21])=[CH:16][CH:15]=2)[C:7]=1[O:8][CH2:9][C:10]([F:13])([F:12])[F:11].O.[OH-].[Li+]. Product: [Cl:1][C:2]1[CH:3]=[C:4]([CH:24]([CH2:30][C:31]2[CH:32]=[CH:33][C:34]([F:37])=[CH:35][CH:36]=2)[C:25]([OH:27])=[O:26])[CH:5]=[C:6]([C:14]2[CH:19]=[CH:18][C:17]([C:20]([F:21])([F:22])[F:23])=[CH:16][CH:15]=2)[C:7]=1[O:8][CH2:9][C:10]([F:12])([F:11])[F:13]. The catalyst class is: 200. (7) Reactant: [O:1]1[C:5]2[CH:6]=[CH:7][C:8]([C:10]3([C:13]([NH:15][C:16]4[CH:21]=[CH:20][C:19]([CH3:22])=[C:18](B5OC(C)(C)C(C)(C)O5)[CH:17]=4)=[O:14])[CH2:12][CH2:11]3)=[CH:9][C:4]=2[O:3][CH2:2]1.Br[C:33]1[CH:34]=[C:35]([C:39]2[NH:43][N:42]=[N:41][N:40]=2)[CH:36]=[CH:37][CH:38]=1.C(=O)([O-])[O-].[K+].[K+]. Product: [O:1]1[C:5]2[CH:6]=[CH:7][C:8]([C:10]3([C:13]([NH:15][C:16]4[CH:17]=[C:18]([C:37]5[CH:38]=[CH:33][CH:34]=[C:35]([C:39]6[N:40]=[N:41][NH:42][N:43]=6)[CH:36]=5)[C:19]([CH3:22])=[CH:20][CH:21]=4)=[O:14])[CH2:12][CH2:11]3)=[CH:9][C:4]=2[O:3][CH2:2]1. The catalyst class is: 8. (8) Reactant: [C:1]1([C:7]2[N:12]=[C:11]([CH:13]=[O:14])[CH:10]=[CH:9][CH:8]=2)[CH:6]=[CH:5][CH:4]=[CH:3][CH:2]=1.[C:15]([O:19][CH3:20])(=[O:18])[CH:16]=[CH2:17].C(N(CC)CC)C. Product: [CH3:20][O:19][C:15](=[O:18])[CH2:16][CH2:17][C:13](=[O:14])[C:11]1[CH:10]=[CH:9][CH:8]=[C:7]([C:1]2[CH:2]=[CH:3][CH:4]=[CH:5][CH:6]=2)[N:12]=1. The catalyst class is: 5.